From a dataset of Full USPTO retrosynthesis dataset with 1.9M reactions from patents (1976-2016). Predict the reactants needed to synthesize the given product. (1) Given the product [F:1][C:2]1[CH:7]=[CH:6][C:5]([N:8]2[CH2:17][CH2:16][C:15]3[C:10](=[CH:11][CH:12]=[C:13]([O:18][CH2:38][C:39]([NH2:41])=[O:40])[CH:14]=3)[CH:9]2[CH2:19][C:20]2[CH:25]=[CH:24][C:23]([O:26][CH2:27][CH2:28][CH:29]3[CH2:34][CH2:33][CH2:32][CH2:31][NH:30]3)=[CH:22][CH:21]=2)=[CH:4][CH:3]=1, predict the reactants needed to synthesize it. The reactants are: [F:1][C:2]1[CH:7]=[CH:6][C:5]([N:8]2[CH2:17][CH2:16][C:15]3[C:10](=[CH:11][CH:12]=[C:13]([OH:18])[CH:14]=3)[CH:9]2[CH2:19][C:20]2[CH:25]=[CH:24][C:23]([O:26][CH2:27][CH2:28][CH:29]3[CH2:34][CH2:33][CH2:32][CH2:31][NH:30]3)=[CH:22][CH:21]=2)=[CH:4][CH:3]=1.[H-].[Na+].Br[CH2:38][C:39]([NH2:41])=[O:40]. (2) Given the product [OH:21][N:20]([C:22]1[CH:27]=[CH:26][CH:25]=[CH:24][CH:23]=1)[C:18]([C:14]1[N:13]([CH3:12])[CH:17]=[CH:16][N:15]=1)=[O:19], predict the reactants needed to synthesize it. The reactants are: C1CCN2C(=NCCC2)CC1.[CH3:12][N:13]1[CH:17]=[CH:16][N:15]=[C:14]1[CH:18]=[O:19].[N:20]([C:22]1[CH:27]=[CH:26][CH:25]=[CH:24][CH:23]=1)=[O:21]. (3) Given the product [C:26]1([CH3:36])[CH:31]=[CH:30][C:29]([S:32]([NH:7][C:8]2[CH:25]=[CH:24][C:11]([C:12]([O:14][CH2:15][CH2:16][CH2:17][CH2:18][C:19]([CH3:23])=[C:20]([F:22])[F:21])=[O:13])=[CH:10][N:9]=2)(=[O:34])=[O:33])=[CH:28][CH:27]=1, predict the reactants needed to synthesize it. The reactants are: N1C=CC=CC=1.[NH2:7][C:8]1[CH:25]=[CH:24][C:11]([C:12]([O:14][CH2:15][CH2:16][CH2:17][CH2:18][C:19]([CH3:23])=[C:20]([F:22])[F:21])=[O:13])=[CH:10][N:9]=1.[C:26]1([CH3:36])[CH:31]=[CH:30][C:29]([S:32](Cl)(=[O:34])=[O:33])=[CH:28][CH:27]=1. (4) Given the product [C:1]([O:5][C@@H:6]([C:11]1[C:40]([CH3:41])=[C:39]([CH:42]=[O:53])[C:38]2=[N:44][C:35]3=[CH:36][N:37]2[C:12]=1[N:13]1[CH2:50][CH2:49][C:16]([CH3:51])([O:17][CH2:18][CH2:19][CH2:20][CH2:21][C@H:22]([CH3:48])[O:23][C:24]2[CH:25]=[CH:26][C:27]([F:47])=[C:28]([F:46])[C:29]=2[C:30]2[CH:45]=[C:34]3[CH:33]=[CH:32][CH:31]=2)[CH2:15][CH2:14]1)[C:7]([O:9][CH3:10])=[O:8])([CH3:3])([CH3:4])[CH3:2], predict the reactants needed to synthesize it. The reactants are: [C:1]([O:5][C@@H:6]([C:11]1[C:40]([CH3:41])=[C:39]([CH:42]=C)[C:38]2=[N:44][C:35]3=[CH:36][N:37]2[C:12]=1[N:13]1[CH2:50][CH2:49][C:16]([CH3:51])([O:17][CH2:18][CH2:19][CH2:20][CH2:21][C@H:22]([CH3:48])[O:23][C:24]2[CH:25]=[CH:26][C:27]([F:47])=[C:28]([F:46])[C:29]=2[C:30]2[CH:45]=[C:34]3[CH:33]=[CH:32][CH:31]=2)[CH2:15][CH2:14]1)[C:7]([O:9][CH3:10])=[O:8])([CH3:4])([CH3:3])[CH3:2].I([O-])(=O)(=O)=[O:53].[Na+].CC(=O)OCC. (5) Given the product [CH3:33][C:5]([O:7][C:8]1[CH:13]=[CH:12][C:11]([O:14][CH2:15][C:16]2[N:17]=[N:18][C:19]([C:22]3[CH:23]=[CH:24][C:25]([C:28]([F:31])([F:30])[F:29])=[CH:26][CH:27]=3)=[CH:20][CH:21]=2)=[CH:10][C:9]=1[CH3:32])([CH3:6])[C:4]([OH:34])=[O:3], predict the reactants needed to synthesize it. The reactants are: C([O:3][C:4](=[O:34])[C:5]([CH3:33])([O:7][C:8]1[CH:13]=[CH:12][C:11]([O:14][CH2:15][C:16]2[N:17]=[N:18][C:19]([C:22]3[CH:27]=[CH:26][C:25]([C:28]([F:31])([F:30])[F:29])=[CH:24][CH:23]=3)=[CH:20][CH:21]=2)=[CH:10][C:9]=1[CH3:32])[CH3:6])C.[OH-].[Na+]. (6) Given the product [CH2:1]([N:8]1[C:12]2[CH:13]=[CH:14][C:15]([NH2:17])=[C:16]([Br:18])[C:11]=2[N:10]=[CH:9]1)[C:2]1[CH:3]=[CH:4][CH:5]=[CH:6][CH:7]=1, predict the reactants needed to synthesize it. The reactants are: [CH2:1]([N:8]1[C:12]2[CH:13]=[CH:14][C:15]([NH2:17])=[CH:16][C:11]=2[N:10]=[CH:9]1)[C:2]1[CH:7]=[CH:6][CH:5]=[CH:4][CH:3]=1.[Br:18]Br.N.CO.C(Cl)(Cl)Cl.